Dataset: Reaction yield outcomes from USPTO patents with 853,638 reactions. Task: Predict the reaction yield, written as a fraction of the theoretical maximum amount of product (1.0 means a 100% yield; for example, 0.34 means a 34% yield). (1) The reactants are [CH3:1][O:2][C:3]([C:5]1[N:6]([CH3:19])[C:7]([C:12]2[CH:17]=[CH:16][C:15]([Cl:18])=[CH:14][CH:13]=2)=[C:8]([CH3:11])[C:9]=1Br)=[O:4].C(O)C.[NH2:23][S:24]([C:27]1[CH:32]=[CH:31][C:30](B(O)O)=[CH:29][CH:28]=1)(=[O:26])=[O:25].C(=O)([O-])[O-].[K+].[K+]. The catalyst is C1(C)C=CC=CC=1.C1C=CC([P]([Pd]([P](C2C=CC=CC=2)(C2C=CC=CC=2)C2C=CC=CC=2)([P](C2C=CC=CC=2)(C2C=CC=CC=2)C2C=CC=CC=2)[P](C2C=CC=CC=2)(C2C=CC=CC=2)C2C=CC=CC=2)(C2C=CC=CC=2)C2C=CC=CC=2)=CC=1. The product is [CH3:1][O:2][C:3]([C:5]1[N:6]([CH3:19])[C:7]([C:12]2[CH:17]=[CH:16][C:15]([Cl:18])=[CH:14][CH:13]=2)=[C:8]([CH3:11])[C:9]=1[C:30]1[CH:31]=[CH:32][C:27]([S:24](=[O:26])(=[O:25])[NH2:23])=[CH:28][CH:29]=1)=[O:4]. The yield is 0.696. (2) The reactants are [F:1][C:2]1[CH:11]=[CH:10][C:9]([O:12][CH2:13][CH2:14][CH3:15])=[C:8]2[C:3]=1[C:4](=[O:26])[C:5]([C:16]1[CH:25]=[CH:24][C:19]([C:20]([O:22]C)=[O:21])=[CH:18][CH:17]=1)=[CH:6][NH:7]2.C(O)C.C1COCC1.[OH-].[Li+]. The catalyst is O. The product is [F:1][C:2]1[CH:11]=[CH:10][C:9]([O:12][CH2:13][CH2:14][CH3:15])=[C:8]2[C:3]=1[C:4](=[O:26])[C:5]([C:16]1[CH:17]=[CH:18][C:19]([C:20]([OH:22])=[O:21])=[CH:24][CH:25]=1)=[CH:6][NH:7]2. The yield is 0.950. (3) The reactants are [C:1]([NH2:9])(=[S:8])[C:2]1[CH:7]=[CH:6][CH:5]=[N:4][CH:3]=1.Cl[CH2:11][C:12](=O)[CH3:13]. The catalyst is C(O)C. The yield is 0.130. The product is [CH3:13][C:12]1[N:9]=[C:1]([C:2]2[CH:3]=[N:4][CH:5]=[CH:6][CH:7]=2)[S:8][CH:11]=1.